From a dataset of NCI-60 drug combinations with 297,098 pairs across 59 cell lines. Regression. Given two drug SMILES strings and cell line genomic features, predict the synergy score measuring deviation from expected non-interaction effect. (1) Synergy scores: CSS=11.7, Synergy_ZIP=-0.113, Synergy_Bliss=0.802, Synergy_Loewe=-0.382, Synergy_HSA=-0.116. Cell line: OVCAR-4. Drug 1: CC12CCC3C(C1CCC2=O)CC(=C)C4=CC(=O)C=CC34C. Drug 2: CC1=C(N=C(N=C1N)C(CC(=O)N)NCC(C(=O)N)N)C(=O)NC(C(C2=CN=CN2)OC3C(C(C(C(O3)CO)O)O)OC4C(C(C(C(O4)CO)O)OC(=O)N)O)C(=O)NC(C)C(C(C)C(=O)NC(C(C)O)C(=O)NCCC5=NC(=CS5)C6=NC(=CS6)C(=O)NCCC[S+](C)C)O. (2) Drug 1: C1=NC2=C(N=C(N=C2N1C3C(C(C(O3)CO)O)O)F)N. Drug 2: CC1=C(C=C(C=C1)C(=O)NC2=CC(=CC(=C2)C(F)(F)F)N3C=C(N=C3)C)NC4=NC=CC(=N4)C5=CN=CC=C5. Cell line: HT29. Synergy scores: CSS=0.947, Synergy_ZIP=3.46, Synergy_Bliss=7.69, Synergy_Loewe=4.06, Synergy_HSA=3.10. (3) Drug 1: CC1C(C(CC(O1)OC2CC(CC3=C2C(=C4C(=C3O)C(=O)C5=C(C4=O)C(=CC=C5)OC)O)(C(=O)CO)O)N)O.Cl. Drug 2: CN(C(=O)NC(C=O)C(C(C(CO)O)O)O)N=O. Cell line: MDA-MB-435. Synergy scores: CSS=-5.44, Synergy_ZIP=4.73, Synergy_Bliss=1.85, Synergy_Loewe=-5.51, Synergy_HSA=-4.78. (4) Drug 1: C1=C(C(=O)NC(=O)N1)N(CCCl)CCCl. Drug 2: CC1C(C(=O)NC(C(=O)N2CCCC2C(=O)N(CC(=O)N(C(C(=O)O1)C(C)C)C)C)C(C)C)NC(=O)C3=C4C(=C(C=C3)C)OC5=C(C(=O)C(=C(C5=N4)C(=O)NC6C(OC(=O)C(N(C(=O)CN(C(=O)C7CCCN7C(=O)C(NC6=O)C(C)C)C)C)C(C)C)C)N)C. Cell line: NCI-H226. Synergy scores: CSS=5.93, Synergy_ZIP=0.375, Synergy_Bliss=-3.96, Synergy_Loewe=-4.58, Synergy_HSA=-4.66. (5) Cell line: NCI-H226. Drug 2: COC1=C2C(=CC3=C1OC=C3)C=CC(=O)O2. Synergy scores: CSS=19.8, Synergy_ZIP=-7.68, Synergy_Bliss=-2.82, Synergy_Loewe=-5.09, Synergy_HSA=-5.28. Drug 1: CC12CCC3C(C1CCC2=O)CC(=C)C4=CC(=O)C=CC34C. (6) Drug 1: C1=CC=C(C=C1)NC(=O)CCCCCCC(=O)NO. Drug 2: COCCOC1=C(C=C2C(=C1)C(=NC=N2)NC3=CC=CC(=C3)C#C)OCCOC.Cl. Cell line: M14. Synergy scores: CSS=-0.628, Synergy_ZIP=2.37, Synergy_Bliss=1.94, Synergy_Loewe=-6.27, Synergy_HSA=-5.16.